From a dataset of Reaction yield outcomes from USPTO patents with 853,638 reactions. Predict the reaction yield, written as a fraction of the theoretical maximum amount of product (1.0 means a 100% yield; for example, 0.34 means a 34% yield). (1) The reactants are [C:1]([O:5][C:6]([N:8]1[CH2:13][CH2:12][C:11](=O)[CH2:10][CH2:9]1)=[O:7])([CH3:4])([CH3:3])[CH3:2].[NH:15]1[CH2:20][CH2:19][O:18][CH2:17][CH2:16]1.C(O)(=O)C.C(O[BH-](OC(=O)C)OC(=O)C)(=O)C.[Na+]. The yield is 0.950. The catalyst is ClC(Cl)C.ClCCl. The product is [C:1]([O:5][C:6]([N:8]1[CH2:13][CH2:12][CH:11]([N:15]2[CH2:20][CH2:19][O:18][CH2:17][CH2:16]2)[CH2:10][CH2:9]1)=[O:7])([CH3:4])([CH3:3])[CH3:2]. (2) The reactants are C1(P(=O)(C2C=CC=CC=2)C2C=CC=CC=2)C=CC=CC=1.F[C:30](F)(F)[S:27](O[S:27]([C:30](F)(F)F)(=[O:29])=[O:28])(=[O:29])=[O:28].C([S:43][CH:44]([CH2:77][N:78]1[CH2:83][CH2:82][N:81]([S:84]([CH3:87])(=[O:86])=[O:85])[CH2:80][CH2:79]1)[CH2:45][NH:46][C:47]([C:49]1[NH:50][C:51]2[C:56]([CH:57]=1)=[CH:55][C:54]([O:58][CH2:59][CH2:60][CH2:61]S(C)(=O)=O)=[CH:53][C:52]=2[N:66]([CH3:76])[S:67]([C:70]1[CH:75]=[CH:74][CH:73]=[CH:72][N:71]=1)(=[O:69])=[O:68])=O)C1C=CC=CC=1. The catalyst is ClCCl.C(OCC)(=O)C. The product is [CH3:76][N:66]([C:52]1[CH:53]=[C:54]([O:58][CH2:59][CH2:60][CH2:61][S:27]([CH3:30])(=[O:28])=[O:29])[CH:55]=[C:56]2[C:51]=1[NH:50][C:49]([C:47]1[S:43][CH:44]([CH2:77][N:78]3[CH2:79][CH2:80][N:81]([S:84]([CH3:87])(=[O:85])=[O:86])[CH2:82][CH2:83]3)[CH2:45][N:46]=1)=[CH:57]2)[S:67]([C:70]1[CH:75]=[CH:74][CH:73]=[CH:72][N:71]=1)(=[O:68])=[O:69]. The yield is 0.480.